This data is from Reaction yield outcomes from USPTO patents with 853,638 reactions. The task is: Predict the reaction yield, written as a fraction of the theoretical maximum amount of product (1.0 means a 100% yield; for example, 0.34 means a 34% yield). (1) The reactants are Br[CH2:2][CH2:3][CH2:4][C:5]([CH3:15])([CH3:14])[CH2:6][O:7][CH:8]1[CH2:13][CH2:12][CH2:11][CH2:10][O:9]1.[C:16]1(=[O:26])[NH:20][C:19](=[O:21])[C:18]2=[CH:22][CH:23]=[CH:24][CH:25]=[C:17]12.[K].O. The catalyst is CN(C=O)C. The product is [CH3:14][C:5]([CH3:15])([CH2:4][CH2:3][CH2:2][N:20]1[C:19](=[O:21])[C:18]2=[CH:22][CH:23]=[CH:24][CH:25]=[C:17]2[C:16]1=[O:26])[CH2:6][O:7][CH:8]1[CH2:13][CH2:12][CH2:11][CH2:10][O:9]1. The yield is 0.950. (2) The reactants are [C:1]1([CH:7]([C:12]2[CH:17]=[CH:16][CH:15]=[CH:14][CH:13]=2)[CH2:8][C:9]([OH:11])=O)[CH:6]=[CH:5][CH:4]=[CH:3][CH:2]=1.[C:18]([N:25]1[CH2:30][CH2:29][NH:28][CH2:27][CH2:26]1)([O:20][C:21]([CH3:24])([CH3:23])[CH3:22])=[O:19].C(Cl)CCl. The catalyst is C(Cl)Cl.CN(C1C=CN=CC=1)C. The product is [C:21]([O:20][C:18]([N:25]1[CH2:30][CH2:29][N:28]([C:9](=[O:11])[CH2:8][CH:7]([C:1]2[CH:2]=[CH:3][CH:4]=[CH:5][CH:6]=2)[C:12]2[CH:17]=[CH:16][CH:15]=[CH:14][CH:13]=2)[CH2:27][CH2:26]1)=[O:19])([CH3:24])([CH3:22])[CH3:23]. The yield is 0.760. (3) The reactants are [CH2:1]([C:3]1[C:4]([O:13]C)=[N:5][C:6]([CH3:12])=[C:7]([CH:11]=1)[C:8]([OH:10])=O)[CH3:2].F[B-](F)(F)F.O=C1C=CC=CN1OC(N(C)C)=[N+](C)C.O.OC1C2N=NNC=2C=CC=1.[C:46]([O:50][C:51](=[O:58])[NH:52][CH2:53][C:54]([NH:56][NH2:57])=[O:55])([CH3:49])([CH3:48])[CH3:47].C(N(C(C)C)C(C)C)C. The catalyst is ClCCl.O. The product is [C:46]([O:50][C:51](=[O:58])[NH:52][CH2:53][C:54]([NH:56][NH:57][C:8]([C:7]1[CH:11]=[C:3]([CH2:1][CH3:2])[C:4](=[O:13])[NH:5][C:6]=1[CH3:12])=[O:10])=[O:55])([CH3:49])([CH3:47])[CH3:48]. The yield is 0.730. (4) The reactants are FC(F)(F)S(O[C:7]1[C:12]([C:13](=[O:15])[CH3:14])=[CH:11][C:10]([Cl:16])=[C:9]([CH3:17])[C:8]=1[C:18]1[CH:23]=[CH:22][N:21]=[CH:20][CH:19]=1)(=O)=O.O1CCOC[CH2:27]1.ClCCl.C[Zn]C.C1(C)C=CC=CC=1. The catalyst is C(OCC)(=O)C.O.C1C=CC(P(C2C=CC=CC=2)[C-]2C=CC=C2)=CC=1.C1C=CC(P(C2C=CC=CC=2)[C-]2C=CC=C2)=CC=1.Cl[Pd]Cl.[Fe+2]. The product is [Cl:16][C:10]1[C:9]([CH3:17])=[C:8]([C:18]2[CH:23]=[CH:22][N:21]=[CH:20][CH:19]=2)[C:7]([CH3:27])=[C:12]([C:13](=[O:15])[CH3:14])[CH:11]=1. The yield is 0.690.